Task: Predict the reactants needed to synthesize the given product.. Dataset: Full USPTO retrosynthesis dataset with 1.9M reactions from patents (1976-2016) (1) Given the product [I:11][C:7]1[CH:6]=[C:3]([CH:4]=[O:5])[C:2]2[O:1][C:13]([CH3:14])=[CH:12][C:9]=2[CH:8]=1, predict the reactants needed to synthesize it. The reactants are: [OH:1][C:2]1[C:9](I)=[CH:8][C:7]([I:11])=[CH:6][C:3]=1[CH:4]=[O:5].[CH:12]#[C:13][CH3:14]. (2) Given the product [CH2:1]([CH:5]1[CH2:10][CH:9]2[CH2:11][CH:6]1[CH:7]=[CH:8]2)[CH2:2][CH2:3][CH3:4].[CH2:12]([O:16][C:17]([CH:19]1[CH2:24][CH:23]2[CH2:25][CH:20]1[CH:21]=[CH:22]2)=[O:18])[CH2:13][CH2:14][CH3:15], predict the reactants needed to synthesize it. The reactants are: [CH2:1]([CH:5]1[CH2:10][CH:9]2[CH2:11][CH:6]1[CH:7]=[CH:8]2)[CH2:2][CH2:3][CH3:4].[CH2:12]([O:16][C:17]([CH:19]1[CH2:24][CH:23]2[CH2:25][CH:20]1[CH:21]=[CH:22]2)=[O:18])[CH2:13][CH2:14][CH3:15].FC1C([B-](C2C(F)=C(F)C(F)=C(F)C=2F)(C2C(F)=C(F)C(F)=C(F)C=2F)C2C(F)=C(F)C(F)=C(F)C=2F)=C(F)C(F)=C(F)C=1F.C[NH+](C)C1C=CC=CC=1.C1(P(C2CCCCC2)C2CCCCC2)CCCCC1. (3) Given the product [CH3:5][N:6]1[C:14]2[C:9](=[CH:10][C:11]([S:16]([Cl:23])(=[O:18])=[O:17])=[CH:12][CH:13]=2)[CH:8]=[N:7]1, predict the reactants needed to synthesize it. The reactants are: N([O-])=O.[Na+].[CH3:5][N:6]1[C:14]2[C:9](=[CH:10][C:11](N)=[CH:12][CH:13]=2)[CH:8]=[N:7]1.[S:16](=[O:18])=[O:17].C(O)(=O)C.[ClH:23]. (4) Given the product [F:41][C:42]([F:53])([F:54])[C:43]1[CH:44]=[CH:45][C:46]([CH:49]=[CH:50][CH2:51][NH:52][C:20]([N:17]2[CH2:18][CH2:19][N:14]([CH2:13][C@:2]3([CH3:1])[O:6][C:5]4=[N:7][C:8]([N+:10]([O-:12])=[O:11])=[CH:9][N:4]4[CH2:3]3)[CH2:15][CH2:16]2)=[O:22])=[CH:47][CH:48]=1, predict the reactants needed to synthesize it. The reactants are: [CH3:1][C@@:2]1([CH2:13][N:14]2[CH2:19][CH2:18][N:17]([C:20]([O:22]C(C)(C)C)=O)[CH2:16][CH2:15]2)[O:6][C:5]2=[N:7][C:8]([N+:10]([O-:12])=[O:11])=[CH:9][N:4]2[CH2:3]1.FC(F)(F)C(O)=O.C(N(CC)CC)C.[F:41][C:42]([F:54])([F:53])[C:43]1[CH:48]=[CH:47][C:46]([CH:49]=[CH:50][CH2:51][NH2:52])=[CH:45][CH:44]=1.C(N1C=CN=C1)(N1C=CN=C1)=O. (5) The reactants are: [H-].[Na+].[CH2:3]([S:5][C:6]1[C:7]([C:12]([NH:14][C:15]2[CH:20]=[CH:19][C:18]([C:21]([F:24])([F:23])[F:22])=[CH:17][N:16]=2)=[O:13])=[N:8][CH:9]=[CH:10][CH:11]=1)[CH3:4].CI.[C:27](=O)(O)[O-].[Na+]. Given the product [CH2:3]([S:5][C:6]1[C:7]([C:12]([N:14]([CH3:27])[C:15]2[CH:20]=[CH:19][C:18]([C:21]([F:23])([F:24])[F:22])=[CH:17][N:16]=2)=[O:13])=[N:8][CH:9]=[CH:10][CH:11]=1)[CH3:4], predict the reactants needed to synthesize it.